From a dataset of Reaction yield outcomes from USPTO patents with 853,638 reactions. Predict the reaction yield, written as a fraction of the theoretical maximum amount of product (1.0 means a 100% yield; for example, 0.34 means a 34% yield). (1) The reactants are ClC[C:3]([NH2:5])=O.[CH3:6][NH:7][C:8](=O)[CH2:9][C:10]1[CH:15]=[CH:14][CH:13]=[CH:12][CH:11]=1.Cl.O1CCC[CH2:19]1. No catalyst specified. The product is [C:10]1([CH:9]2[NH:5][CH2:3][CH2:6][N:7]([CH3:19])[CH2:8]2)[CH:15]=[CH:14][CH:13]=[CH:12][CH:11]=1. The yield is 0.820. (2) The reactants are [CH:1]1([S:4](Cl)(=[O:6])=[O:5])[CH2:3][CH2:2]1.[NH2:8][C:9]1[C:28]([C:29]2[CH:34]=[CH:33][CH:32]=[C:31]([C:35](=[O:46])[NH:36][C:37]([C:40]3[CH:45]=[CH:44][CH:43]=[CH:42][CH:41]=3)([CH3:39])[CH3:38])[CH:30]=2)=[CH:27][C:12]2[C:13]([C:23]([NH:25][CH3:26])=[O:24])=[C:14]([C:16]3[CH:21]=[CH:20][C:19]([F:22])=[CH:18][CH:17]=3)[O:15][C:11]=2[CH:10]=1. The catalyst is N1C=CC=CC=1. The product is [CH:1]1([S:4]([NH:8][C:9]2[C:28]([C:29]3[CH:34]=[CH:33][CH:32]=[C:31]([C:35](=[O:46])[NH:36][C:37]([C:40]4[CH:41]=[CH:42][CH:43]=[CH:44][CH:45]=4)([CH3:39])[CH3:38])[CH:30]=3)=[CH:27][C:12]3[C:13]([C:23]([NH:25][CH3:26])=[O:24])=[C:14]([C:16]4[CH:17]=[CH:18][C:19]([F:22])=[CH:20][CH:21]=4)[O:15][C:11]=3[CH:10]=2)(=[O:6])=[O:5])[CH2:3][CH2:2]1. The yield is 0.700. (3) The product is [CH3:51][C:46]1[CH:45]=[C:44]([N:41]2[CH:42]=[CH:43][C:39]([NH:38][C:36]([C:35]3[CH:52]=[C:53]([N:56]4[CH2:61][CH2:60][CH2:59][CH2:58][CH2:57]4)[CH:54]=[CH:55][C:34]=3[NH:33][C:14]([C:13]3[CH:12]=[C:11]([CH:19]=[CH:18][CH:17]=3)[CH2:10][S:9][CH2:8][CH2:7][C:6]([O:5][C:1]([CH3:2])([CH3:3])[CH3:4])=[O:20])=[O:16])=[O:37])=[N:40]2)[CH:49]=[CH:48][C:47]=1[CH3:50]. The reactants are [C:1]([O:5][C:6](=[O:20])[CH2:7][CH2:8][S:9][CH2:10][C:11]1[CH:12]=[C:13]([CH:17]=[CH:18][CH:19]=1)[C:14]([OH:16])=O)([CH3:4])([CH3:3])[CH3:2].CCN=C=NCCCN(C)C.Cl.[NH2:33][C:34]1[CH:55]=[CH:54][C:53]([N:56]2[CH2:61][CH2:60][CH2:59][CH2:58][CH2:57]2)=[CH:52][C:35]=1[C:36]([NH:38][C:39]1[CH:43]=[CH:42][N:41]([C:44]2[CH:49]=[CH:48][C:47]([CH3:50])=[C:46]([CH3:51])[CH:45]=2)[N:40]=1)=[O:37]. The yield is 0.440. The catalyst is ClCCl.CN(C)C1C=CN=CC=1.